From a dataset of Full USPTO retrosynthesis dataset with 1.9M reactions from patents (1976-2016). Predict the reactants needed to synthesize the given product. (1) The reactants are: [O:1]1[C:6]2[CH:7]=[CH:8][C:9]([CH2:11][CH2:12][C:13]3[CH:25]=[CH:24][C:16]([C:17]([O:19]C(C)(C)C)=[O:18])=[C:15]([NH:26][C:27]4[CH:32]=[CH:31][CH:30]=[C:29]([OH:33])[CH:28]=4)[CH:14]=3)=[CH:10][C:5]=2[O:4][CH2:3][CH2:2]1. Given the product [O:1]1[C:6]2[CH:7]=[CH:8][C:9]([CH2:11][CH2:12][C:13]3[CH:25]=[CH:24][C:16]([C:17]([OH:19])=[O:18])=[C:15]([NH:26][C:27]4[CH:32]=[CH:31][CH:30]=[C:29]([OH:33])[CH:28]=4)[CH:14]=3)=[CH:10][C:5]=2[O:4][CH2:3][CH2:2]1, predict the reactants needed to synthesize it. (2) Given the product [ClH:41].[ClH:41].[CH3:1][C@@H:2]1[CH2:7][N:6]([C:8]2[CH:17]=[CH:16][CH:15]=[C:14]3[C:9]=2[CH:10]=[CH:11][C:12]([CH3:18])=[N:13]3)[CH2:5][CH2:4][N:3]1[CH2:19][CH2:20][C:21]1[CH:30]=[CH:29][CH:28]=[C:27]2[C:22]=1[CH2:23][CH2:24][C:25]1[N:26]2[CH:31]=[N:32][C:33]=1[C:34]([NH2:45])=[O:36], predict the reactants needed to synthesize it. The reactants are: [CH3:1][C@@H:2]1[CH2:7][N:6]([C:8]2[CH:17]=[CH:16][CH:15]=[C:14]3[C:9]=2[CH:10]=[CH:11][C:12]([CH3:18])=[N:13]3)[CH2:5][CH2:4][N:3]1[CH2:19][CH2:20][C:21]1[CH:30]=[CH:29][CH:28]=[C:27]2[C:22]=1[CH2:23][CH2:24][C:25]1[N:26]2[CH:31]=[N:32][C:33]=1[C:34]([O:36]CC)=O.[OH-].[K+].[ClH:41].Cl.CC1C=CC2C(=CC=CC=2N2CCN(CCC3C4OCC5=C(C(N)=O)N=CN5C=4C=CC=3)CC2)[N:45]=1. (3) Given the product [CH2:1]([O:8][C:9]([N:11]1[CH2:23][CH2:22][C:14]2[N:15]=[C:16]([S:20][CH3:21])[N:17]=[C:18]([NH:32][C:29]3[CH:28]=[C:27]([CH:24]4[CH2:26][CH2:25]4)[NH:31][N:30]=3)[C:13]=2[CH2:12]1)=[O:10])[C:2]1[CH:7]=[CH:6][CH:5]=[CH:4][CH:3]=1, predict the reactants needed to synthesize it. The reactants are: [CH2:1]([O:8][C:9]([N:11]1[CH2:23][CH2:22][C:14]2[N:15]=[C:16]([S:20][CH3:21])[N:17]=[C:18](Cl)[C:13]=2[CH2:12]1)=[O:10])[C:2]1[CH:7]=[CH:6][CH:5]=[CH:4][CH:3]=1.[CH:24]1([C:27]2[NH:31][N:30]=[C:29]([NH2:32])[CH:28]=2)[CH2:26][CH2:25]1.C(N(CC)CC)C.